Dataset: Reaction yield outcomes from USPTO patents with 853,638 reactions. Task: Predict the reaction yield, written as a fraction of the theoretical maximum amount of product (1.0 means a 100% yield; for example, 0.34 means a 34% yield). (1) The reactants are O=O.[C:3]1([C:9]2[CH2:14][CH2:13][CH2:12][CH2:11][C:10]=2[C:15]([OH:17])=[O:16])[CH:8]=[CH:7][CH:6]=[CH:5][CH:4]=1.C(N(CC)CC)C.[H][H]. The catalyst is COC(C)(C)C.CO. The product is [C:3]1([CH:9]2[CH2:14][CH2:13][CH2:12][CH2:11][CH:10]2[C:15]([OH:17])=[O:16])[CH:8]=[CH:7][CH:6]=[CH:5][CH:4]=1. The yield is 1.00. (2) The reactants are [C:1]([O:5][C:6]([NH:8][C@@H:9]([CH2:42][C:43]1[CH:48]=[CH:47][CH:46]=[CH:45][CH:44]=1)[CH2:10][C@@H:11]1[O:15][C:14]([CH3:17])([CH3:16])[N:13]([C:18]([O:20][CH2:21][C:22]2[CH:27]=[CH:26][CH:25]=[CH:24][CH:23]=2)=[O:19])[C@H:12]1[CH2:28][C:29]1[CH:34]=[CH:33][C:32](OC(=O)C(F)(F)F)=[CH:31][CH:30]=1)=[O:7])([CH3:4])([CH3:3])[CH3:2].[Li+].[Cl-].C([Sn](CCCC)(CCCC)[C:56]1[N:61]=[C:60]([O:62][CH3:63])[CH:59]=[CH:58][CH:57]=1)CCC. The catalyst is CN(C=O)C.Cl[Pd](Cl)([P](C1C=CC=CC=1)(C1C=CC=CC=1)C1C=CC=CC=1)[P](C1C=CC=CC=1)(C1C=CC=CC=1)C1C=CC=CC=1. The product is [C:1]([O:5][C:6]([NH:8][C@@H:9]([CH2:42][C:43]1[CH:44]=[CH:45][CH:46]=[CH:47][CH:48]=1)[CH2:10][C@@H:11]1[O:15][C:14]([CH3:16])([CH3:17])[N:13]([C:18]([O:20][CH2:21][C:22]2[CH:27]=[CH:26][CH:25]=[CH:24][CH:23]=2)=[O:19])[C@H:12]1[CH2:28][C:29]1[CH:30]=[CH:31][C:32]([C:56]2[CH:57]=[CH:58][CH:59]=[C:60]([O:62][CH3:63])[N:61]=2)=[CH:33][CH:34]=1)=[O:7])([CH3:3])([CH3:2])[CH3:4]. The yield is 0.510. (3) The reactants are Cl[C:2]1[CH:11]=[CH:10][C:9]2[C:4](=[N:5][CH:6]=[CH:7][C:8]=2[Cl:12])[N:3]=1.C([Sn](CCCC)(CCCC)[C:18]([O:20]CC)=[CH2:19])CCC.[OH-].[Na+]. The catalyst is O1CCOCC1.C(OCC)(=O)C. The product is [Cl:12][C:8]1[CH:7]=[CH:6][N:5]=[C:4]2[C:9]=1[CH:10]=[CH:11][C:2]([C:18](=[O:20])[CH3:19])=[N:3]2. The yield is 0.340. (4) The yield is 0.710. No catalyst specified. The product is [CH3:1][O:2][C:3](=[O:31])[C:4]1[CH:9]=[CH:8][C:7]([CH2:10][N:11]2[CH:15]=[C:14]([C:16]3[CH:21]=[CH:20][C:19]([Cl:22])=[CH:18][C:17]=3[Cl:23])[N:13]=[C:12]2[C:24]2[CH:29]=[CH:28][C:27]([C:38]3[CH:37]=[CH:36][CH:35]=[C:34]([C:33]([F:44])([F:43])[F:32])[CH:39]=3)=[CH:26][CH:25]=2)=[CH:6][CH:5]=1. The reactants are [CH3:1][O:2][C:3](=[O:31])[C:4]1[CH:9]=[CH:8][C:7]([CH2:10][N:11]2[CH:15]=[C:14]([C:16]3[CH:21]=[CH:20][C:19]([Cl:22])=[CH:18][C:17]=3[Cl:23])[N:13]=[C:12]2[C:24]2[CH:29]=[CH:28][C:27](Br)=[CH:26][CH:25]=2)=[CH:6][CH:5]=1.[F:32][C:33]([F:44])([F:43])[C:34]1[CH:35]=[C:36](B(O)O)[CH:37]=[CH:38][CH:39]=1. (5) The reactants are C[O:2][C:3](=[O:36])[C:4]1[CH:9]=[CH:8][C:7]([O:10][CH2:11][CH2:12][C:13]2[N:14]=[C:15]([NH:18][C:19]([NH:21][C:22]3[CH:27]=[CH:26][C:25]([CH3:28])=[CH:24][C:23]=3[C:29]([CH:31]3[CH2:35][CH2:34][CH2:33][CH2:32]3)=[O:30])=[O:20])[S:16][CH:17]=2)=[CH:6][CH:5]=1. The catalyst is [Li+].[OH-]. The product is [CH:31]1([C:29]([C:23]2[CH:24]=[C:25]([CH3:28])[CH:26]=[CH:27][C:22]=2[NH:21][C:19](=[O:20])[NH:18][C:15]2[S:16][CH:17]=[C:13]([CH2:12][CH2:11][O:10][C:7]3[CH:6]=[CH:5][C:4]([C:3]([OH:36])=[O:2])=[CH:9][CH:8]=3)[N:14]=2)=[O:30])[CH2:35][CH2:34][CH2:33][CH2:32]1. The yield is 0.960. (6) The reactants are [Cl:1][C:2]1[CH:8]=[CH:7][C:5]([NH2:6])=[C:4]([N+:9]([O-:11])=[O:10])[CH:3]=1.[N:12]([O-])=O.[Na+].[Sn](Cl)Cl. The catalyst is Cl.O. The product is [ClH:1].[Cl:1][C:2]1[CH:8]=[CH:7][C:5]([NH:6][NH2:12])=[C:4]([N+:9]([O-:11])=[O:10])[CH:3]=1. The yield is 0.630. (7) The reactants are [CH3:1][N:2]([CH2:13][C:14]1[N:18]([CH2:19][C@H:20]2[CH2:25][CH2:24][CH2:23][N:22]([CH2:26][C:27]3[CH:32]=[CH:31][CH:30]=[CH:29][N:28]=3)[CH2:21]2)[C:17]2[CH:33]=[CH:34][CH:35]=[CH:36][C:16]=2[N:15]=1)[C@@H:3]1[C:12]2[N:11]=[CH:10][CH:9]=[CH:8][C:7]=2[CH2:6][CH2:5][CH2:4]1.CN(CC1N(C[C@H]2CCCNC2)C2C=CC=CC=2N=1)[C@@H]1C2N=CC=CC=2CCC1.CN1C=CC=C1C=O. No catalyst specified. The product is [CH3:1][N:2]([CH2:13][C:14]1[N:18]([CH2:19][C@H:20]2[CH2:25][CH2:24][CH2:23][N:22]([CH2:26][C:27]3[N:28]([CH3:29])[CH:30]=[CH:31][CH:32]=3)[CH2:21]2)[C:17]2[CH:33]=[CH:34][CH:35]=[CH:36][C:16]=2[N:15]=1)[C@@H:3]1[C:12]2[N:11]=[CH:10][CH:9]=[CH:8][C:7]=2[CH2:6][CH2:5][CH2:4]1. The yield is 0.0800.